This data is from Catalyst prediction with 721,799 reactions and 888 catalyst types from USPTO. The task is: Predict which catalyst facilitates the given reaction. (1) Reactant: [S:1]1[C:5]2[CH:6]=[CH:7][CH:8]=[CH:9][C:4]=2[C:3]([N:10]2[CH2:15][CH2:14][N:13]([CH2:16][CH2:17][C:18]3[CH:19]=[C:20]4[C:24](=[CH:25][CH:26]=3)[CH2:23][CH:22]([NH2:27])[CH2:21]4)[CH2:12][CH2:11]2)=[N:2]1.CCN(CC)CC.[C:35](Cl)(=[O:37])[CH3:36]. Product: [S:1]1[C:5]2[CH:6]=[CH:7][CH:8]=[CH:9][C:4]=2[C:3]([N:10]2[CH2:15][CH2:14][N:13]([CH2:16][CH2:17][C:18]3[CH:19]=[C:23]4[C:24]([CH2:20][CH2:21][CH:22]4[NH:27][C:35](=[O:37])[CH3:36])=[CH:25][CH:26]=3)[CH2:12][CH2:11]2)=[N:2]1. The catalyst class is: 1. (2) Reactant: [H-].[Al+3].[Li+].[H-].[H-].[H-].[CH2:7]([N:14]1[CH2:19][CH2:18][O:17][CH:16]([CH3:20])[C:15]1=O)[C:8]1[CH:13]=[CH:12][CH:11]=[CH:10][CH:9]=1. Product: [CH2:7]([N:14]1[CH2:19][CH2:18][O:17][CH:16]([CH3:20])[CH2:15]1)[C:8]1[CH:9]=[CH:10][CH:11]=[CH:12][CH:13]=1. The catalyst class is: 1.